Task: Regression. Given a peptide amino acid sequence and an MHC pseudo amino acid sequence, predict their binding affinity value. This is MHC class II binding data.. Dataset: Peptide-MHC class II binding affinity with 134,281 pairs from IEDB The peptide sequence is FSTGLIIQGLKLMNS. The MHC is DRB1_1101 with pseudo-sequence DRB1_1101. The binding affinity (normalized) is 0.637.